This data is from Full USPTO retrosynthesis dataset with 1.9M reactions from patents (1976-2016). The task is: Predict the reactants needed to synthesize the given product. The reactants are: N12CCCN=C1CCCCC2.[NH2:12][CH2:13][C:14]1[CH:22]=[CH:21][CH:20]=[C:19]2[C:15]=1[C:16](=[O:32])[N:17]([CH:24]1[CH2:29][CH2:28][C:27](=[O:30])[NH:26][C:25]1=[O:31])[C:18]2=[O:23].[CH2:33]([O:35][C:36](=[O:45])[CH2:37][CH2:38][CH2:39][CH2:40][CH2:41][C:42](Cl)=[O:43])[CH3:34]. Given the product [O:31]=[C:25]1[CH:24]([N:17]2[C:16](=[O:32])[C:15]3[C:19](=[CH:20][CH:21]=[CH:22][C:14]=3[CH2:13][NH:12][C:42]([CH2:41][CH2:40][CH2:39][CH2:38][CH2:37][C:36]([O:35][CH2:33][CH3:34])=[O:45])=[O:43])[C:18]2=[O:23])[CH2:29][CH2:28][C:27](=[O:30])[NH:26]1, predict the reactants needed to synthesize it.